Task: Predict the product of the given reaction.. Dataset: Forward reaction prediction with 1.9M reactions from USPTO patents (1976-2016) (1) Given the reactants [CH:1]1([N:4]([CH3:50])[CH2:5]/[CH:6]=[CH:7]/[C:8]([NH:10][C:11]2[CH:16]=[CH:15][CH:14]=[CH:13][C:12]=2[NH:17][C:18]2[C:26]3[C:21](=[N:22][CH:23]=[CH:24][C:25]=3[O:27][C:28]3[CH:33]=[CH:32][C:31]([O:34][C:35]4[CH:40]=[CH:39][CH:38]=[CH:37][CH:36]=4)=[CH:30][CH:29]=3)[N:20](CC3C=CC(OC)=CC=3)[N:19]=2)=[O:9])[CH2:3][CH2:2]1.C(O)(C(F)(F)F)=O, predict the reaction product. The product is: [CH:1]1([N:4]([CH3:50])[CH2:5]/[CH:6]=[CH:7]/[C:8]([NH:10][C:11]2[CH:16]=[CH:15][CH:14]=[CH:13][C:12]=2[NH:17][C:18]2[C:26]3[C:21](=[N:22][CH:23]=[CH:24][C:25]=3[O:27][C:28]3[CH:29]=[CH:30][C:31]([O:34][C:35]4[CH:36]=[CH:37][CH:38]=[CH:39][CH:40]=4)=[CH:32][CH:33]=3)[NH:20][N:19]=2)=[O:9])[CH2:2][CH2:3]1. (2) The product is: [CH2:1]([C:3]1[CH:8]=[C:7]([CH3:9])[CH:6]=[C:5]([CH2:10][CH3:11])[C:4]=1[C:12]1[C:13](=[O:30])[N:14]([CH3:29])[N:15]=[C:16]([CH3:28])[C:17]=1[OH:31])[CH3:2]. Given the reactants [CH2:1]([C:3]1[CH:8]=[C:7]([CH3:9])[CH:6]=[C:5]([CH2:10][CH3:11])[C:4]=1[C:12]1[C:13](=[O:30])[N:14]([CH3:29])[N:15]=[C:16]([CH3:28])[C:17]=1S(C1C=CC(C)=CC=1)(=O)=O)[CH3:2].[OH-:31].[Na+], predict the reaction product. (3) Given the reactants [CH3:1][N:2]([CH3:17])[C:3](=O)[CH2:4][O:5][C:6]1[CH:7]=[C:8]([CH:13]=[CH:14][CH:15]=1)[C:9](OC)=[O:10].CCOCC.[H-].[H-].[H-].[H-].[Li+].[Al+3].S([O-])([O-])(=O)=O.[Na+].[Na+], predict the reaction product. The product is: [CH3:1][N:2]([CH3:17])[CH2:3][CH2:4][O:5][C:6]1[CH:7]=[C:8]([CH2:9][OH:10])[CH:13]=[CH:14][CH:15]=1. (4) Given the reactants O.O.[Sn](Cl)Cl.[I:6][C:7]1[C:12]([F:13])=[CH:11][CH:10]=[CH:9][C:8]=1[N+:14]([O-])=O.[OH-].[Na+], predict the reaction product. The product is: [F:13][C:12]1[C:7]([I:6])=[C:8]([NH2:14])[CH:9]=[CH:10][CH:11]=1. (5) Given the reactants Br[C:2]1[CH:3]=[C:4]([C:8]2[C:22]([C:23]3[CH:28]=[CH:27][N:26]=[C:25]([NH:29][CH:30]4[CH2:34][CH2:33][CH2:32][CH2:31]4)[N:24]=3)=[C:11]3[CH:12]=[CH:13][CH:14]=[C:15]([NH:16][CH:17]4[CH2:21][CH2:20][CH2:19][CH2:18]4)[N:10]3[N:9]=2)[CH:5]=[CH:6][CH:7]=1.[C:35](=[NH:48])([C:42]1[CH:47]=[CH:46][CH:45]=[CH:44][CH:43]=1)[C:36]1[CH:41]=[CH:40][CH:39]=[CH:38][CH:37]=1.C1(P(C2C=CC=CC=2)C2C=CC3C(=CC=CC=3)C=2C2C3C(=CC=CC=3)C=CC=2P(C2C=CC=CC=2)C2C=CC=CC=2)C=CC=CC=1.CC(C)([O-])C.[Na+], predict the reaction product. The product is: [CH:17]1([NH:16][C:15]2[N:10]3[N:9]=[C:8]([C:4]4[CH:5]=[CH:6][CH:7]=[C:2]([N:48]=[C:35]([C:36]5[CH:41]=[CH:40][CH:39]=[CH:38][CH:37]=5)[C:42]5[CH:47]=[CH:46][CH:45]=[CH:44][CH:43]=5)[CH:3]=4)[C:22]([C:23]4[CH:28]=[CH:27][N:26]=[C:25]([NH:29][CH:30]5[CH2:31][CH2:32][CH2:33][CH2:34]5)[N:24]=4)=[C:11]3[CH:12]=[CH:13][CH:14]=2)[CH2:21][CH2:20][CH2:19][CH2:18]1. (6) Given the reactants [CH3:1][N:2]([CH2:4][C:5]1([C:11]2[CH:16]=[CH:15][C:14]([OH:17])=[CH:13][CH:12]=2)[CH2:10][CH2:9][O:8][CH2:7][CH2:6]1)[CH3:3].Cl[CH2:19][CH2:20][CH2:21][N:22]1[CH2:26][CH2:25][CH2:24][CH:23]1[CH3:27].C([O-])([O-])=O.[K+].[K+].N, predict the reaction product. The product is: [CH3:3][N:2]([CH3:1])[CH2:4][C:5]1([C:11]2[CH:16]=[CH:15][C:14]([O:17][CH2:19][CH2:20][CH2:21][N:22]3[CH2:26][CH2:25][CH2:24][CH:23]3[CH3:27])=[CH:13][CH:12]=2)[CH2:6][CH2:7][O:8][CH2:9][CH2:10]1. (7) Given the reactants [OH:1][C@@H:2]1[CH2:6][CH2:5][N:4]([C:7]([O:9][C:10]([CH3:13])([CH3:12])[CH3:11])=[O:8])[CH2:3]1.O[C:15]1[CH:30]=[CH:29][C:18]([C:19]([O:21][CH2:22][C:23]2[CH:28]=[CH:27][CH:26]=[CH:25][CH:24]=2)=[O:20])=[CH:17][CH:16]=1.C1(P(C2C=CC=CC=2)C2C=CC=CC=2)C=CC=CC=1.N(/C(OC(C)C)=O)=N\C(OC(C)C)=O, predict the reaction product. The product is: [CH2:22]([O:21][C:19]([C:18]1[CH:29]=[CH:30][C:15]([O:1][C@H:2]2[CH2:6][CH2:5][N:4]([C:7]([O:9][C:10]([CH3:13])([CH3:12])[CH3:11])=[O:8])[CH2:3]2)=[CH:16][CH:17]=1)=[O:20])[C:23]1[CH:24]=[CH:25][CH:26]=[CH:27][CH:28]=1. (8) The product is: [CH:12]1([CH2:17][NH:18][C:8]([C:4]2[S:3][C:2]([NH2:1])=[N:6][C:5]=2[CH3:7])=[O:10])[CH2:16][CH2:15][CH2:14][CH2:13]1. Given the reactants [NH2:1][C:2]1[S:3][C:4]([C:8]([OH:10])=O)=[C:5]([CH3:7])[N:6]=1.Cl.[CH:12]1([CH2:17][NH2:18])[CH2:16][CH2:15][CH2:14][CH2:13]1.CN([P+](ON1N=NC2C=CC=CC1=2)(N(C)C)N(C)C)C.F[P-](F)(F)(F)(F)F.C(=O)(O)[O-].[Na+], predict the reaction product.